From a dataset of Forward reaction prediction with 1.9M reactions from USPTO patents (1976-2016). Predict the product of the given reaction. (1) Given the reactants [C:1]([NH:4][C:5]1[CH:29]=[CH:28][CH:27]=[CH:26][C:6]=1[CH2:7][N:8]([S:15]([C:18]1[CH:23]=[CH:22][C:21]([O:24][CH3:25])=[CH:20][CH:19]=1)(=[O:17])=[O:16])[C:9](=[CH2:14])[C:10]([O:12][CH3:13])=[O:11])(=[O:3])[CH3:2].C(=O)(O)[O-].[Na+], predict the reaction product. The product is: [C:1]([N:4]1[C:5]2[CH:29]=[CH:28][CH:27]=[CH:26][C:6]=2[CH2:7][N:8]([S:15]([C:18]2[CH:19]=[CH:20][C:21]([O:24][CH3:25])=[CH:22][CH:23]=2)(=[O:17])=[O:16])[CH:9]([C:10]([O:12][CH3:13])=[O:11])[CH2:14]1)(=[O:3])[CH3:2]. (2) Given the reactants [CH:1]1([O:7][C:8]2[C:9]([NH:14][C:15]3[S:16][CH:17]=[C:18]([CH3:20])[N:19]=3)=[N:10][CH:11]=[CH:12][CH:13]=2)[CH2:6][CH2:5][CH2:4][CH:3]=[CH:2]1.CC1C=CC(S(NN)(=O)=O)=CC=1.CC([O-])=O.[Na+], predict the reaction product. The product is: [CH:1]1([O:7][C:8]2[C:9]([NH:14][C:15]3[S:16][CH:17]=[C:18]([CH3:20])[N:19]=3)=[N:10][CH:11]=[CH:12][CH:13]=2)[CH2:2][CH2:3][CH2:4][CH2:5][CH2:6]1.